This data is from Full USPTO retrosynthesis dataset with 1.9M reactions from patents (1976-2016). The task is: Predict the reactants needed to synthesize the given product. (1) Given the product [NH2:43][C:42]1[C:33]([C:31]([NH:30][C:25]2[CH:26]=[N:27][CH:28]=[CH:29][C:24]=2[N:11]2[CH2:12][C@H:13]([CH3:23])[C@@H:14]([O:15][Si:16]([C:19]([CH3:22])([CH3:20])[CH3:21])([CH3:18])[CH3:17])[C@H:9]([NH:8][C:6](=[O:7])[O:5][C:1]([CH3:4])([CH3:3])[CH3:2])[CH2:10]2)=[O:32])=[N:34][C:35]2[C:40]([CH:41]=1)=[CH:39][CH:38]=[C:37]([CH:54]1[CH2:59][CH2:58][N:57]([CH3:60])[CH2:56][CH2:55]1)[CH:36]=2, predict the reactants needed to synthesize it. The reactants are: [C:1]([O:5][C:6]([NH:8][C@H:9]1[C@H:14]([O:15][Si:16]([C:19]([CH3:22])([CH3:21])[CH3:20])([CH3:18])[CH3:17])[C@@H:13]([CH3:23])[CH2:12][N:11]([C:24]2[CH:29]=[CH:28][N:27]=[CH:26][C:25]=2[NH:30][C:31]([C:33]2[C:42]([NH:43]C(=O)OCC3C=CC=CC=3)=[CH:41][C:40]3[C:35](=[CH:36][C:37]([C:54]4[CH2:55][CH2:56][N:57]([CH3:60])[CH2:58][CH:59]=4)=[CH:38][CH:39]=3)[N:34]=2)=[O:32])[CH2:10]1)=[O:7])([CH3:4])([CH3:3])[CH3:2].[H][H]. (2) The reactants are: [OH:1][C@H:2]1[C:10]2[C:5](=[CH:6][CH:7]=[CH:8][CH:9]=2)[CH2:4][C@:3]1([CH2:20][C:21]1[CH:29]=[CH:28][C:24]([C:25]([NH2:27])=[O:26])=[CH:23][CH:22]=1)[C:11]1[CH2:12][C:13]2[C:18]([CH:19]=1)=[CH:17][CH:16]=[CH:15][CH:14]=2.C1CCC(N=C=NC2CCCCC2)CC1.C([NH:62][C@H:63]([C:68](O)=[O:69])[CH2:64][CH:65]([CH3:67])[CH3:66])(OCC1C2C(=CC=CC=2)C2C1=CC=CC=2)=O. Given the product [NH2:62][C@H:63]([C:68]([O:1][C@H:2]1[C:10]2[C:5](=[CH:6][CH:7]=[CH:8][CH:9]=2)[CH2:4][C@:3]1([CH2:20][C:21]1[CH:29]=[CH:28][C:24]([C:25](=[O:26])[NH2:27])=[CH:23][CH:22]=1)[C:11]1[CH2:12][C:13]2[C:18]([CH:19]=1)=[CH:17][CH:16]=[CH:15][CH:14]=2)=[O:69])[CH2:64][CH:65]([CH3:67])[CH3:66], predict the reactants needed to synthesize it. (3) The reactants are: Cl[C:2]1[C:7]([Cl:8])=[CH:6][N:5]=[C:4]([NH2:9])[C:3]=1[N+:10]([O-:12])=[O:11].[NH2:13][C@@H:14]1[CH2:19][CH2:18][CH2:17][CH2:16][C@H:15]1[NH:20][S:21]([CH3:24])(=[O:23])=[O:22]. Given the product [NH2:9][C:4]1[C:3]([N+:10]([O-:12])=[O:11])=[C:2]([NH:13][C@@H:14]2[CH2:19][CH2:18][CH2:17][CH2:16][C@H:15]2[NH:20][S:21]([CH3:24])(=[O:23])=[O:22])[C:7]([Cl:8])=[CH:6][N:5]=1, predict the reactants needed to synthesize it. (4) The reactants are: [C:1]1([CH2:7][CH2:8][C:9]([OH:11])=O)[CH:6]=[CH:5][CH:4]=[CH:3][CH:2]=1.CN(C=O)C.[Cl:17][C:18]1[CH:19]=[C:20]([C:24]2[C:29]([NH2:30])=[C:28]([CH3:31])[N:27]=[C:26]([S:32][CH3:33])[N:25]=2)[CH:21]=[CH:22][CH:23]=1.N1C=CC=CC=1. Given the product [Cl:17][C:18]1[CH:19]=[C:20]([C:24]2[C:29]([NH:30][C:9](=[O:11])[CH2:8][CH2:7][C:1]3[CH:2]=[CH:3][CH:4]=[CH:5][CH:6]=3)=[C:28]([CH3:31])[N:27]=[C:26]([S:32][CH3:33])[N:25]=2)[CH:21]=[CH:22][CH:23]=1, predict the reactants needed to synthesize it.